From a dataset of KCNQ2 potassium channel screen with 302,405 compounds. Binary Classification. Given a drug SMILES string, predict its activity (active/inactive) in a high-throughput screening assay against a specified biological target. (1) The compound is o1c2c(nc1N\N=C\c1cc(O)c(OC)cc1)cccc2. The result is 0 (inactive). (2) The drug is s1c2c(CCCCC2)c2c1ncn(n1c(ccc1C)C)c2=O. The result is 0 (inactive).